From a dataset of Peptide-MHC class I binding affinity with 185,985 pairs from IEDB/IMGT. Regression. Given a peptide amino acid sequence and an MHC pseudo amino acid sequence, predict their binding affinity value. This is MHC class I binding data. The binding affinity (normalized) is 0.0153. The MHC is HLA-A29:02 with pseudo-sequence HLA-A29:02. The peptide sequence is VFLTGFEHL.